From a dataset of Full USPTO retrosynthesis dataset with 1.9M reactions from patents (1976-2016). Predict the reactants needed to synthesize the given product. (1) Given the product [C:1]([O:6][CH2:12][C:13]1[CH:14]=[CH:15][C:16]([CH:19]([CH2:20][NH:21][C:22]([O:23][C:24]([CH3:27])([CH3:26])[CH3:25])=[O:28])[C:29]([NH:31][C:32]2[CH:33]=[C:34]3[C:39](=[CH:40][CH:41]=2)[CH:38]=[N:37][CH:36]=[CH:35]3)=[O:30])=[CH:17][CH:18]=1)(=[O:5])[CH2:2][CH2:3][CH3:4], predict the reactants needed to synthesize it. The reactants are: [C:1]([OH:6])(=[O:5])[CH2:2][CH2:3][CH3:4].C(Cl)CCl.O[CH2:12][C:13]1[CH:18]=[CH:17][C:16]([CH:19]([C:29]([NH:31][C:32]2[CH:33]=[C:34]3[C:39](=[CH:40][CH:41]=2)[CH:38]=[N:37][CH:36]=[CH:35]3)=[O:30])[CH2:20][NH:21][C:22](=[O:28])[O:23][C:24]([CH3:27])([CH3:26])[CH3:25])=[CH:15][CH:14]=1. (2) Given the product [C:1]([O:5][C:6]([N:8]1[CH2:13][CH2:12][N:11]([C:14]([C:16]2[C:17]3[C:25]([CH:33]=[CH2:34])=[N:24][N:23]([CH:27]4[CH2:32][CH2:31][CH2:30][CH2:29][O:28]4)[C:18]=3[N:19]=[C:20]([Cl:22])[CH:21]=2)=[O:15])[CH2:10][CH2:9]1)=[O:7])([CH3:4])([CH3:3])[CH3:2], predict the reactants needed to synthesize it. The reactants are: [C:1]([O:5][C:6]([N:8]1[CH2:13][CH2:12][N:11]([C:14]([C:16]2[C:17]3[C:25](I)=[N:24][N:23]([CH:27]4[CH2:32][CH2:31][CH2:30][CH2:29][O:28]4)[C:18]=3[N:19]=[C:20]([Cl:22])[CH:21]=2)=[O:15])[CH2:10][CH2:9]1)=[O:7])([CH3:4])([CH3:3])[CH3:2].[CH2:33]([Sn](CCCC)(CCCC)C=C)[CH2:34]CC. (3) Given the product [Cl:25][C:22]1[CH:21]=[CH:20][C:19]([C:17]2[N:18]=[C:14]([CH2:13][O:12][C:9]3[CH:10]=[CH:11][C:6]([O:5][CH2:4][C:3]([OH:34])=[O:2])=[C:7]([CH3:33])[CH:8]=3)[S:15][C:16]=2[C:26]2[CH:27]=[CH:28][C:29]([Cl:32])=[CH:30][CH:31]=2)=[CH:24][CH:23]=1, predict the reactants needed to synthesize it. The reactants are: C[O:2][C:3](=[O:34])[CH2:4][O:5][C:6]1[CH:11]=[CH:10][C:9]([O:12][CH2:13][C:14]2[S:15][C:16]([C:26]3[CH:31]=[CH:30][C:29]([Cl:32])=[CH:28][CH:27]=3)=[C:17]([C:19]3[CH:24]=[CH:23][C:22]([Cl:25])=[CH:21][CH:20]=3)[N:18]=2)=[CH:8][C:7]=1[CH3:33].O[Li].O.Cl.CCOC(C)=O. (4) Given the product [NH2:15][CH2:16][C:17]1[O:21][N:20]=[C:19]([C:22]2[CH:23]=[CH:24][CH:25]=[CH:26][CH:27]=2)[CH:18]=1, predict the reactants needed to synthesize it. The reactants are: FC(F)(F)C(O)=O.C(OC([NH:15][CH2:16][C:17]1[O:21][N:20]=[C:19]([C:22]2[CH:27]=[CH:26][CH:25]=[CH:24][CH:23]=2)[CH:18]=1)=O)(C)(C)C. (5) Given the product [C:1]([O:4][CH2:5][CH:6]([I:12])[C:7]([O:9][CH3:10])=[O:8])(=[O:3])[CH3:2], predict the reactants needed to synthesize it. The reactants are: [C:1]([O:4][CH2:5][CH:6](Br)[C:7]([O:9][CH3:10])=[O:8])(=[O:3])[CH3:2].[I-:12].[Na+].O. (6) Given the product [NH2:41][C:39](=[O:40])[CH2:38][N:28]1[CH2:29][CH2:30][N:25]([C:10]2[CH:11]=[C:12]([NH:13][C:14]([C:16]3[CH:17]=[N:18][N:19]4[CH:24]=[CH:23][CH:22]=[N:21][C:20]=34)=[O:15])[N:8]([C:5]3[CH:4]=[CH:3][C:2]([CH3:1])=[CH:7][N:6]=3)[N:9]=2)[CH2:26][CH2:27]1, predict the reactants needed to synthesize it. The reactants are: [CH3:1][C:2]1[CH:3]=[CH:4][C:5]([N:8]2[C:12]([NH:13][C:14]([C:16]3[CH:17]=[N:18][N:19]4[CH:24]=[CH:23][CH:22]=[N:21][C:20]=34)=[O:15])=[CH:11][C:10]([N:25]3[CH2:30][CH2:29][NH:28][CH2:27][CH2:26]3)=[N:9]2)=[N:6][CH:7]=1.C([O-])([O-])=O.[K+].[K+].Cl[CH2:38][C:39]([NH2:41])=[O:40].O. (7) Given the product [ClH:21].[CH2:1]([O:8][C:9]1[CH:10]=[CH:11][C:12]([NH:13][NH2:16])=[CH:14][CH:15]=1)[C:2]1[CH:3]=[CH:4][CH:5]=[CH:6][CH:7]=1, predict the reactants needed to synthesize it. The reactants are: [CH2:1]([O:8][C:9]1[CH:15]=[CH:14][C:12]([NH2:13])=[CH:11][CH:10]=1)[C:2]1[CH:7]=[CH:6][CH:5]=[CH:4][CH:3]=1.[N:16]([O-])=O.[Na+].[Sn](Cl)(Cl)(Cl)[Cl:21]. (8) Given the product [CH3:1][O:2][CH2:3][N:4]1[C:12]2[C:7](=[CH:8][CH:9]=[CH:10][C:11]=2[NH:13][S:14]([C:17]2[CH:22]=[CH:21][CH:20]=[CH:19][N:18]=2)(=[O:16])=[O:15])[CH:6]=[C:5]1[C:23]([OH:25])=[O:24], predict the reactants needed to synthesize it. The reactants are: [CH3:1][O:2][CH2:3][N:4]1[C:12]2[C:7](=[CH:8][CH:9]=[CH:10][C:11]=2[NH:13][S:14]([C:17]2[CH:22]=[CH:21][CH:20]=[CH:19][N:18]=2)(=[O:16])=[O:15])[CH:6]=[C:5]1[C:23]([O:25]CC)=[O:24].[OH-].[K+].C(O)(=O)CC(CC(O)=O)(C(O)=O)O. (9) Given the product [Cl:1][C:2]1[CH:3]=[CH:4][C:5]([C:23]#[N:24])=[C:6]([C:8]2[C:13]([O:14][CH3:15])=[CH:12][N:11]([CH:16]([CH2:20][CH3:21])[C:17]([NH:32][C:30]3[CH:29]=[CH:28][C:27]([C:33]([O:35][C:36]([CH3:39])([CH3:38])[CH3:37])=[O:34])=[C:26]([F:25])[CH:31]=3)=[O:18])[C:10](=[O:22])[CH:9]=2)[CH:7]=1, predict the reactants needed to synthesize it. The reactants are: [Cl:1][C:2]1[CH:3]=[CH:4][C:5]([C:23]#[N:24])=[C:6]([C:8]2[C:13]([O:14][CH3:15])=[CH:12][N:11]([CH:16]([CH2:20][CH3:21])[C:17](O)=[O:18])[C:10](=[O:22])[CH:9]=2)[CH:7]=1.[F:25][C:26]1[CH:31]=[C:30]([NH2:32])[CH:29]=[CH:28][C:27]=1[C:33]([O:35][C:36]([CH3:39])([CH3:38])[CH3:37])=[O:34].